Dataset: Full USPTO retrosynthesis dataset with 1.9M reactions from patents (1976-2016). Task: Predict the reactants needed to synthesize the given product. (1) The reactants are: [Br:1][C:2]1[CH:3]=[C:4]2[C:9](=[CH:10][CH:11]=1)[C:8](=[O:12])[NH:7][CH:6]=[CH:5]2.C(=O)([O-])[O-].[Cs+].[Cs+].Br[CH2:20][C:21]([CH3:25])([CH3:24])[CH2:22][OH:23].[I-].[Na+]. Given the product [Br:1][C:2]1[CH:3]=[C:4]2[C:9](=[CH:10][CH:11]=1)[C:8](=[O:12])[N:7]([CH2:20][C:21]([CH3:25])([CH3:24])[CH2:22][OH:23])[CH:6]=[CH:5]2, predict the reactants needed to synthesize it. (2) Given the product [CH3:12][O:11][C:10]1[CH:9]=[CH:8][C:7]([C:13]2[CH:18]=[CH:17][CH:16]=[C:15]([CH2:19][C:20]([OH:22])=[O:21])[CH:14]=2)=[CH:6][C:5]=1[C:3](=[N:2][O:1][CH2:29][C:28]1[CH:27]=[CH:26][C:25]([C:24]([F:23])([F:33])[F:34])=[CH:32][CH:31]=1)[CH3:4], predict the reactants needed to synthesize it. The reactants are: [OH:1][N:2]=[C:3]([C:5]1[CH:6]=[C:7]([C:13]2[CH:18]=[CH:17][CH:16]=[C:15]([CH2:19][C:20]([OH:22])=[O:21])[CH:14]=2)[CH:8]=[CH:9][C:10]=1[O:11][CH3:12])[CH3:4].[F:23][C:24]([F:34])([F:33])[C:25]1[CH:32]=[CH:31][C:28]([CH2:29]Br)=[CH:27][CH:26]=1.[H-].[Na+].Cl.